Binary Classification. Given a drug SMILES string, predict its activity (active/inactive) in a high-throughput screening assay against a specified biological target. From a dataset of Tyrosyl-DNA phosphodiesterase HTS with 341,365 compounds. (1) The result is 0 (inactive). The drug is Clc1ccc(c2c(c3c(oc2=O)c(CN2CCN(CC2)CCO)c(O)cc3)C)cc1. (2) The result is 0 (inactive). The drug is Fc1c(CN2CC(CCC2)CN(CCN(C)C)C(=O)c2oc(cc2C)C)cccc1. (3) The compound is s1c(c2nn(nn2)CC(=O)NC(C)(C)C)ccc1. The result is 0 (inactive). (4) The compound is S(=O)(=O)(Nc1ccc(OCC)cc1)c1cc2c(N(C(=O)C3CCC3)CC2)cc1. The result is 0 (inactive). (5) The molecule is S(c1n(Cc2ccc(C(=O)NCCN3C(CCCC3)C)cc2)c2ncccc2n1)Cc1ccccc1. The result is 0 (inactive). (6) The molecule is S(CC(=O)Nc1scc(n1)C)c1nnc(c2ccccc2)cc1. The result is 0 (inactive). (7) The compound is S(=O)(=O)(N1CCCCC1)c1ccc(cc1)C(=O)NNS(=O)(=O)c1ccc(cc1)C(OC)=O. The result is 0 (inactive). (8) The drug is o1c(C(C)(C)C)cc(c1C)C(=O)NCc1oc(cc1)C(OCC)=O. The result is 0 (inactive). (9) The drug is S(=O)(=O)(N1CCN(CC1)CC(=O)Nc1cc2CCCc2cc1)c1cc(c(cc1)C)C. The result is 0 (inactive). (10) The drug is S(=O)(=O)(N1CCC(CC1)C(OCC(=O)N(CCC#N)c1ccccc1)=O)c1cc2OCCOc2cc1. The result is 0 (inactive).